Dataset: Forward reaction prediction with 1.9M reactions from USPTO patents (1976-2016). Task: Predict the product of the given reaction. (1) Given the reactants Cl[C:2]1[S:3][C:4]2[C:5]([N:10]=1)=[N:6][CH:7]=[CH:8][CH:9]=2.C([O-])([O-])=O.[K+].[K+].[OH:17][C:18]1[CH:25]=[CH:24][C:21]([CH:22]=[O:23])=[CH:20][CH:19]=1, predict the reaction product. The product is: [S:3]1[C:4]2[C:5](=[N:6][CH:7]=[CH:8][CH:9]=2)[N:10]=[C:2]1[O:17][C:18]1[CH:25]=[CH:24][C:21]([CH:22]=[O:23])=[CH:20][CH:19]=1. (2) Given the reactants C(O)(C)(C)C.C(NCC)C.[Cl:11][C:12]1[N:17]=[CH:16][C:15]([C:18](=[O:20])[CH3:19])=[CH:14][CH:13]=1.Br[CH2:22][C:23]([C:25]1[CH:26]=[N:27][C:28]([Cl:31])=[CH:29][CH:30]=1)=[O:24].OS(O)(=O)=O, predict the reaction product. The product is: [Cl:11][C:12]1[N:17]=[CH:16][C:15]([C:18](=[O:20])[CH2:19][CH2:22][C:23]([C:25]2[CH:26]=[N:27][C:28]([Cl:31])=[CH:29][CH:30]=2)=[O:24])=[CH:14][CH:13]=1. (3) Given the reactants [F:1][C:2]([F:22])([F:21])[O:3][C:4]1[CH:9]=[CH:8][C:7]([C:10]2[CH:11]=[C:12]3[C:17](=[CH:18][CH:19]=2)[O:16][CH2:15][CH2:14][C:13]3=[O:20])=[CH:6][CH:5]=1.[N:23]1[CH:28]=[CH:27][CH:26]=[CH:25][C:24]=1[CH:29]=O.N1CCCC1, predict the reaction product. The product is: [N:23]1[CH:28]=[CH:27][CH:26]=[CH:25][C:24]=1[CH:29]=[C:14]1[C:13](=[O:20])[C:12]2[C:17](=[CH:18][CH:19]=[C:10]([C:7]3[CH:6]=[CH:5][C:4]([O:3][C:2]([F:1])([F:21])[F:22])=[CH:9][CH:8]=3)[CH:11]=2)[O:16][CH2:15]1.